Dataset: Forward reaction prediction with 1.9M reactions from USPTO patents (1976-2016). Task: Predict the product of the given reaction. (1) Given the reactants [NH2:1][C:2]1[C:3]([C:26](=[O:42])[NH:27][CH2:28][C:29]2[CH:34]=[C:33]([C:35]#[N:36])[CH:32]=[CH:31][C:30]=2[S:37]([CH2:40][CH3:41])(=[O:39])=[O:38])=[CH:4][C:5]([C:22]([F:25])([F:24])[F:23])=[C:6]([CH2:8][N:9]2[CH2:14][CH2:13][N:12]([C:15]([O:17][C:18]([CH3:21])([CH3:20])[CH3:19])=[O:16])[CH2:11][CH2:10]2)[CH:7]=1.NC1C([Cl:55])=C(C=O)C(C(F)(F)F)=CC=1C(OCC)=O, predict the reaction product. The product is: [NH2:1][C:2]1[C:7]([Cl:55])=[C:6]([CH2:8][N:9]2[CH2:14][CH2:13][N:12]([C:15]([O:17][C:18]([CH3:21])([CH3:20])[CH3:19])=[O:16])[CH2:11][CH2:10]2)[C:5]([C:22]([F:23])([F:24])[F:25])=[CH:4][C:3]=1[C:26](=[O:42])[NH:27][CH2:28][C:29]1[CH:34]=[C:33]([C:35]#[N:36])[CH:32]=[CH:31][C:30]=1[S:37]([CH2:40][CH3:41])(=[O:38])=[O:39]. (2) Given the reactants [NH2:1][CH2:2][C:3]1[C:4]([C:23]2[CH:28]=[CH:27][C:26]([CH3:29])=[CH:25][CH:24]=2)=[C:5]([CH2:14][NH:15][C:16](=[O:22])[O:17][C:18]([CH3:21])([CH3:20])[CH3:19])[C:6]([CH2:10][CH:11]([CH3:13])[CH3:12])=[N:7][C:8]=1[CH3:9].C(N(CC)CC)C.[CH3:37][S:38]([C:41]1[CH:46]=[CH:45][C:44]([S:47](Cl)(=[O:49])=[O:48])=[CH:43][CH:42]=1)(=[O:40])=[O:39], predict the reaction product. The product is: [CH2:10]([C:6]1[C:5]([CH2:14][NH:15][C:16](=[O:22])[O:17][C:18]([CH3:19])([CH3:20])[CH3:21])=[C:4]([C:23]2[CH:24]=[CH:25][C:26]([CH3:29])=[CH:27][CH:28]=2)[C:3]([CH2:2][NH:1][S:47]([C:44]2[CH:43]=[CH:42][C:41]([S:38]([CH3:37])(=[O:40])=[O:39])=[CH:46][CH:45]=2)(=[O:49])=[O:48])=[C:8]([CH3:9])[N:7]=1)[CH:11]([CH3:13])[CH3:12]. (3) Given the reactants [N+:1]([C:4]1[CH:9]=[CH:8][CH:7]=[CH:6][C:5]=1[OH:10])([O-:3])=[O:2].[OH-].[Na+].O.[Br:14][CH2:15][CH2:16]Br, predict the reaction product. The product is: [Br:14][CH2:15][CH2:16][O:10][C:5]1[CH:6]=[CH:7][CH:8]=[CH:9][C:4]=1[N+:1]([O-:3])=[O:2].